From a dataset of Forward reaction prediction with 1.9M reactions from USPTO patents (1976-2016). Predict the product of the given reaction. Given the reactants [H-].[Na+].[CH:3]1([SH:6])[CH2:5][CH2:4]1.F[C:8]1[CH:13]=[CH:12][C:11]([N+:14]([O-:16])=[O:15])=[CH:10][CH:9]=1, predict the reaction product. The product is: [CH:3]1([S:6][C:8]2[CH:13]=[CH:12][C:11]([N+:14]([O-:16])=[O:15])=[CH:10][CH:9]=2)[CH2:5][CH2:4]1.